Dataset: Peptide-MHC class I binding affinity with 185,985 pairs from IEDB/IMGT. Task: Regression. Given a peptide amino acid sequence and an MHC pseudo amino acid sequence, predict their binding affinity value. This is MHC class I binding data. (1) The binding affinity (normalized) is 0. The peptide sequence is ALVEICTEMEK. The MHC is HLA-B44:02 with pseudo-sequence HLA-B44:02. (2) The peptide sequence is LLAMTFWPA. The MHC is HLA-B18:01 with pseudo-sequence HLA-B18:01. The binding affinity (normalized) is 0.0847. (3) The binding affinity (normalized) is 0.0847. The MHC is HLA-A80:01 with pseudo-sequence HLA-A80:01. The peptide sequence is FQWPALHEE. (4) The peptide sequence is PTPLSPPLR. The MHC is Patr-A0101 with pseudo-sequence Patr-A0101. The binding affinity (normalized) is 0.205.